This data is from Full USPTO retrosynthesis dataset with 1.9M reactions from patents (1976-2016). The task is: Predict the reactants needed to synthesize the given product. (1) Given the product [CH3:23][S:24]([C:27]1[CH:28]=[C:29]([CH:32]=[CH:33][CH:34]=1)[CH2:30][NH:1][C:2]1[CH:3]=[C:4]2[C:9](=[CH:10][CH:11]=1)[N:8]=[CH:7][C:6]([C:12]#[N:13])=[C:5]2[NH:14][C:15]1[CH:20]=[CH:19][C:18]([F:21])=[C:17]([Cl:22])[CH:16]=1)(=[O:25])=[O:26], predict the reactants needed to synthesize it. The reactants are: [NH2:1][C:2]1[CH:3]=[C:4]2[C:9](=[CH:10][CH:11]=1)[N:8]=[CH:7][C:6]([C:12]#[N:13])=[C:5]2[NH:14][C:15]1[CH:20]=[CH:19][C:18]([F:21])=[C:17]([Cl:22])[CH:16]=1.[CH3:23][S:24]([C:27]1[CH:28]=[C:29]([CH:32]=[CH:33][CH:34]=1)[CH:30]=O)(=[O:26])=[O:25].[BH3-]C#N.[Na+]. (2) Given the product [CH3:12][O:13][C:14](=[O:29])[C:15](=[CH2:27])[NH:16][C:17]([O:19][CH2:20][C:21]1[CH:26]=[CH:25][CH:24]=[CH:23][CH:22]=1)=[O:18], predict the reactants needed to synthesize it. The reactants are: CC1C=CC=C(C)C=1N.ICl.[CH3:12][O:13][C:14](=[O:29])[C@H:15]([CH2:27]O)[NH:16][C:17]([O:19][CH2:20][C:21]1[CH:26]=[CH:25][CH:24]=[CH:23][CH:22]=1)=[O:18].